From a dataset of Full USPTO retrosynthesis dataset with 1.9M reactions from patents (1976-2016). Predict the reactants needed to synthesize the given product. (1) Given the product [CH3:10][C:7]1[CH:8]=[CH:9][C:2]2[O:1][C:15]([C:14]([OH:22])=[O:13])=[CH:4][C:3]=2[CH:6]=1, predict the reactants needed to synthesize it. The reactants are: [OH:1][C:2]1[CH:9]=[CH:8][C:7]([CH3:10])=[CH:6][C:3]=1[CH:4]=O.C([O:13][C:14](=[O:22])[CH:15](Br)C(OCC)=O)C.C(=O)([O-])[O-].[K+].[K+].[OH-].[K+]. (2) The reactants are: C([Li])C[CH2:3][CH3:4].[I:6]I.C[Si](C)(C)[N-][Si](C)(C)C.[Na+].[CH3:18][O:19][C:20]1[CH:25]=[CH:24][C:23]([CH2:26][O:27][CH2:28][C@H:29]([CH3:43])[C@H:30]([O:35][Si:36]([C:39]([CH3:42])([CH3:41])[CH3:40])([CH3:38])[CH3:37])[C@@H:31]([CH3:34])[CH:32]=O)=[CH:22][CH:21]=1. Given the product [I:6][C:3](=[CH:32][C@H:31]([CH3:34])[C@H:30]([O:35][Si:36]([C:39]([CH3:40])([CH3:41])[CH3:42])([CH3:37])[CH3:38])[C@@H:29]([CH3:43])[CH2:28][O:27][CH2:26][C:23]1[CH:24]=[CH:25][C:20]([O:19][CH3:18])=[CH:21][CH:22]=1)[CH3:4], predict the reactants needed to synthesize it. (3) Given the product [CH3:1][C:2]1[CH:3]=[CH:4][C:5]([CH2:6][NH:7][C:8](=[O:20])[CH2:9][CH2:10][C:11]2[CH:16]=[CH:15][C:14]([O:17][CH2:25][CH:24]=[CH2:23])=[C:13]([O:18][CH3:19])[CH:12]=2)=[CH:21][CH:22]=1, predict the reactants needed to synthesize it. The reactants are: [CH3:1][C:2]1[CH:22]=[CH:21][C:5]([CH2:6][NH:7][C:8](=[O:20])[CH2:9][CH2:10][C:11]2[CH:16]=[CH:15][C:14]([OH:17])=[C:13]([O:18][CH3:19])[CH:12]=2)=[CH:4][CH:3]=1.[CH2:23](Br)[CH:24]=[CH2:25].C(=O)([O-])[O-].[K+].[K+].CN(C)C=O. (4) Given the product [NH2:21][C:2]1[CH:3]=[C:4]([C@:8]2([CH2:19][F:20])[CH2:13][C@@H:12]([C:14]([F:17])([F:16])[F:15])[O:11][C:10]([NH2:18])=[N:9]2)[CH:5]=[CH:6][CH:7]=1, predict the reactants needed to synthesize it. The reactants are: Br[C:2]1[CH:3]=[C:4]([C@:8]2([CH2:19][F:20])[CH2:13][C@@H:12]([C:14]([F:17])([F:16])[F:15])[O:11][C:10]([NH2:18])=[N:9]2)[CH:5]=[CH:6][CH:7]=1.[N-:21]=[N+]=[N-].[Na+].C(O)[C@H](O)[C@H]1OC(=O)C(O)=C1[O-].[Na+].CP(C)C.O1CCCC1. (5) Given the product [Cl:1][C:2]1[CH:17]=[CH:16][C:5]([O:6][CH2:7][CH2:8][CH:9]([S:36][C:33]2[CH:34]=[CH:35][C:30]([CH2:29][CH2:28][C:27]([OH:38])=[O:26])=[C:31]([CH3:37])[CH:32]=2)[CH3:10])=[C:4]([O:18][C:19]2[CH:20]=[CH:21][CH:22]=[CH:23][CH:24]=2)[CH:3]=1, predict the reactants needed to synthesize it. The reactants are: [Cl:1][C:2]1[CH:17]=[CH:16][C:5]([O:6][CH2:7][CH2:8][C@@H:9](OS(C)(=O)=O)[CH3:10])=[C:4]([O:18][C:19]2[CH:24]=[CH:23][CH:22]=[CH:21][CH:20]=2)[CH:3]=1.C[O:26][C:27](=[O:38])[CH2:28][CH2:29][C:30]1[CH:35]=[CH:34][C:33]([SH:36])=[CH:32][C:31]=1[CH3:37]. (6) Given the product [CH2:1]([NH:3][C:4](=[O:5])[C:6]([OH:21])([CH3:20])[CH2:15][CH2:14][C:13]1[C:8](=[O:7])[C:9]([CH3:19])=[C:10]([CH3:18])[C:11](=[O:17])[C:12]=1[CH3:16])[CH3:2], predict the reactants needed to synthesize it. The reactants are: [CH2:1]([NH:3][C:4]([C:6]1([CH3:20])[CH2:15][CH2:14][C:13]2[C:8](=[C:9]([CH3:19])[C:10]([CH3:18])=[C:11]([OH:17])[C:12]=2[CH3:16])[O:7]1)=[O:5])[CH3:2].[O:21]=[N+]([O-])[O-].[O-][N+](=O)[O-].[O-][N+](=O)[O-].[O-][N+](=O)[O-].[O-][N+](=O)[O-].[O-][N+](=O)[O-].[Ce+4].[NH4+].[NH4+]. (7) Given the product [Cl:1][C:2]1[CH:3]=[CH:4][C:5]([O:17][CH2:18][CH:19]([CH3:21])[CH3:20])=[C:6]([CH2:8][C:9]2[O:10][CH:11]=[C:12]([C:14]3[NH:57][C:56]4[CH:55]=[CH:54][C:53]([CH2:58][CH2:59][OH:60])=[CH:52][C:51]=4[N:50]=3)[N:13]=2)[CH:7]=1, predict the reactants needed to synthesize it. The reactants are: [Cl:1][C:2]1[CH:3]=[CH:4][C:5]([O:17][CH2:18][CH:19]([CH3:21])[CH3:20])=[C:6]([CH2:8][C:9]2[O:10][CH:11]=[C:12]([C:14](O)=O)[N:13]=2)[CH:7]=1.CCN=C=NCCCN(C)C.C1C=CC2N(O)N=NC=2C=1.CN1CCOCC1.[NH2:50][C:51]1[CH:52]=[C:53]([CH2:58][CH2:59][OH:60])[CH:54]=[CH:55][C:56]=1[NH2:57]. (8) The reactants are: [F:1][CH:2]([F:18])[CH2:3][NH:4][C:5]1[CH:13]=[CH:12][C:11]([C:14]([F:17])([F:16])[F:15])=[CH:10][C:6]=1[C:7]([OH:9])=O.[CH3:19]CN(C(C)C)C(C)C.C1C=[CH:30][C:31]2[N:36](O)N=N[C:32]=2[CH:33]=1.CCN=C=NCCCN(C)C. Given the product [F:18][CH:2]([F:1])[CH2:3][NH:4][C:5]1[CH:13]=[CH:12][C:11]([C:14]([F:17])([F:16])[F:15])=[CH:10][C:6]=1[C:7]([NH:36][C:31]([CH3:30])([C:32]#[CH:33])[CH3:19])=[O:9], predict the reactants needed to synthesize it.